From a dataset of Reaction yield outcomes from USPTO patents with 853,638 reactions. Predict the reaction yield, written as a fraction of the theoretical maximum amount of product (1.0 means a 100% yield; for example, 0.34 means a 34% yield). (1) The reactants are [F:1][C:2]1[C:3]([NH:18][C:19]2[CH:24]=[CH:23][C:22]([I:25])=[CH:21][C:20]=2[F:26])=[C:4]([CH:12]=[C:13]([CH:16]=O)[C:14]=1[F:15])[C:5]([NH:7][O:8][CH2:9][CH2:10][OH:11])=[O:6].[CH3:27][S:28][CH2:29][CH2:30][CH2:31][O:32][NH2:33]. The catalyst is C(Cl)Cl.CO. The product is [F:1][C:2]1[C:3]([NH:18][C:19]2[CH:24]=[CH:23][C:22]([I:25])=[CH:21][C:20]=2[F:26])=[C:4]([CH:12]=[C:13](/[CH:16]=[N:33]/[O:32][CH2:31][CH2:30][CH2:29][S:28][CH3:27])[C:14]=1[F:15])[C:5]([NH:7][O:8][CH2:9][CH2:10][OH:11])=[O:6]. The yield is 0.960. (2) The reactants are [Cl:1][C:2]1[C:10]([C:11]([F:14])([F:13])[F:12])=[CH:9][CH:8]=[CH:7][C:3]=1[C:4]([OH:6])=O.CN(C(ON1N=NC2C=CC=NC1=2)=[N+](C)C)C.F[P-](F)(F)(F)(F)F.C(N(C(C)C)C(C)C)C.[CH3:48][N:49]1[CH2:54][CH2:53][CH2:52][C:51]([NH2:61])([C:55]2[CH:60]=[CH:59][CH:58]=[CH:57][CH:56]=2)[CH2:50]1. The catalyst is CN(C=O)C. The product is [Cl:1][C:2]1[C:10]([C:11]([F:14])([F:13])[F:12])=[CH:9][CH:8]=[CH:7][C:3]=1[C:4]([NH:61][C:51]1([C:55]2[CH:60]=[CH:59][CH:58]=[CH:57][CH:56]=2)[CH2:52][CH2:53][CH2:54][N:49]([CH3:48])[CH2:50]1)=[O:6]. The yield is 0.520. (3) The reactants are C[O:2][C:3](=O)[C:4]1[CH:9]=[CH:8][CH:7]=[CH:6][C:5]=1[NH:10][CH2:11][C:12]1[CH:17]=[CH:16][N:15]=[CH:14][CH:13]=1.[NH2:19][NH2:20]. No catalyst specified. The product is [N:15]1[CH:16]=[CH:17][C:12]([CH2:11][NH:10][C:5]2[CH:6]=[CH:7][CH:8]=[CH:9][C:4]=2[C:3]([NH:19][NH2:20])=[O:2])=[CH:13][CH:14]=1. The yield is 0.870. (4) The reactants are [CH3:1][O:2][C:3]1[CH:4]=[CH:5][C:6]([NH:9][C:10](=[O:16])[O:11][C:12]([CH3:15])([CH3:14])[CH3:13])=[N:7][CH:8]=1.[H-].[Na+].Br[CH2:20][CH2:21][CH2:22][O:23][C:24]1[CH:46]=[CH:45][C:27]([CH2:28][C@@H:29]([C:41]([O:43][CH3:44])=[O:42])[NH:30][C:31](=[O:40])[C:32]2[C:37]([Cl:38])=[CH:36][CH:35]=[CH:34][C:33]=2[Cl:39])=[CH:26][CH:25]=1. The catalyst is CN(C=O)C. The product is [C:12]([O:11][C:10]([N:9]([C:6]1[CH:5]=[CH:4][C:3]([O:2][CH3:1])=[CH:8][N:7]=1)[CH2:20][CH2:21][CH2:22][O:23][C:24]1[CH:25]=[CH:26][C:27]([CH2:28][C@@H:29]([C:41]([O:43][CH3:44])=[O:42])[NH:30][C:31]([C:32]2[C:33]([Cl:39])=[CH:34][CH:35]=[CH:36][C:37]=2[Cl:38])=[O:40])=[CH:45][CH:46]=1)=[O:16])([CH3:13])([CH3:15])[CH3:14]. The yield is 0.520. (5) The reactants are Cl.[CH3:2][O:3][C:4]1[CH:9]=[CH:8][C:7]([C:10]2[O:11][C:12]3[CH2:17][CH2:16][NH:15][CH2:14][C:13]=3[N:18]=2)=[CH:6][CH:5]=1.Cl[C:20]1[CH:25]=[N:24][CH:23]=[CH:22][N:21]=1.CCN(C(C)C)C(C)C. The catalyst is CN(C=O)C. The product is [CH3:2][O:3][C:4]1[CH:5]=[CH:6][C:7]([C:10]2[O:11][C:12]3[CH2:17][CH2:16][N:15]([C:20]4[CH:25]=[N:24][CH:23]=[CH:22][N:21]=4)[CH2:14][C:13]=3[N:18]=2)=[CH:8][CH:9]=1. The yield is 0.100. (6) The reactants are [NH2:1][C:2]1[C:3]([OH:12])=[C:4]([CH:9]=[CH:10][CH:11]=1)[C:5]([O:7][CH3:8])=[O:6].N1C=CC=CC=1.[F:19][C:20]1[CH:28]=[C:27]([C:29]2[CH:34]=[CH:33][N:32]=[CH:31][CH:30]=2)[CH:26]=[CH:25][C:21]=1[C:22](Cl)=[O:23]. The catalyst is C1(C)C=CC=CC=1. The product is [F:19][C:20]1[CH:28]=[C:27]([C:29]2[CH:34]=[CH:33][N:32]=[CH:31][CH:30]=2)[CH:26]=[CH:25][C:21]=1[C:22]([NH:1][C:2]1[C:3]([OH:12])=[C:4]([CH:9]=[CH:10][CH:11]=1)[C:5]([O:7][CH3:8])=[O:6])=[O:23]. The yield is 0.650. (7) The catalyst is C(Cl)Cl. The reactants are [F:1][C:2]1[CH:7]=[CH:6][CH:5]=[C:4]([F:8])[C:3]=1[C:9]1[N:14]=[C:13]([C:15]([NH:17][C:18]2[CH:19]=[N:20][CH:21]=[CH:22][C:23]=2[C@H:24]2[CH2:29][C@@H:28]([NH:30]C(=O)OC(C)(C)C)[C@@H:27]([S@@:38]([CH3:40])=[O:39])[C@@H:26]([CH3:41])[CH2:25]2)=[O:16])[CH:12]=[CH:11][C:10]=1[F:42].C(O)(C(F)(F)F)=O. The product is [NH2:30][C@H:28]1[C@@H:27]([S@@:38]([CH3:40])=[O:39])[C@@H:26]([CH3:41])[CH2:25][C@@H:24]([C:23]2[CH:22]=[CH:21][N:20]=[CH:19][C:18]=2[NH:17][C:15](=[O:16])[C:13]2[CH:12]=[CH:11][C:10]([F:42])=[C:9]([C:3]3[C:2]([F:1])=[CH:7][CH:6]=[CH:5][C:4]=3[F:8])[N:14]=2)[CH2:29]1. The yield is 0.540.